Dataset: Full USPTO retrosynthesis dataset with 1.9M reactions from patents (1976-2016). Task: Predict the reactants needed to synthesize the given product. The reactants are: CC1C=CC(S(OC[CH2:13][C@H:14]2[O:20][C@H:19]([C:21]3[CH:26]=[CH:25][CH:24]=[C:23]([O:27][CH3:28])[C:22]=3[O:29][CH3:30])[C:18]3[CH:31]=[C:32]([Cl:35])[CH:33]=[CH:34][C:17]=3[N:16]3[CH:36]=[CH:37][CH:38]=[C:15]23)(=O)=O)=CC=1.[CH3:39][NH:40][C@@H:41]1[CH2:46][CH2:45][CH2:44][C@H:43]([C:47]([O-:49])=[O:48])[CH2:42]1.[C:50](=O)([O-])[O-].[K+].[K+].[C:56](#N)[CH3:57]. Given the product [Cl:35][C:32]1[CH:33]=[CH:34][C:17]2[N:16]3[CH:36]=[CH:37][CH:38]=[C:15]3[C@@H:14]([CH2:13][CH2:39][N:40]([CH3:50])[C@@H:41]3[CH2:46][CH2:45][CH2:44][C@H:43]([C:47]([O:49][CH2:56][CH3:57])=[O:48])[CH2:42]3)[O:20][C@H:19]([C:21]3[CH:26]=[CH:25][CH:24]=[C:23]([O:27][CH3:28])[C:22]=3[O:29][CH3:30])[C:18]=2[CH:31]=1, predict the reactants needed to synthesize it.